From a dataset of Full USPTO retrosynthesis dataset with 1.9M reactions from patents (1976-2016). Predict the reactants needed to synthesize the given product. (1) Given the product [NH2:1][C:2]1[CH:7]=[CH:6][C:5]([C:8]([C:12]2[CH:17]=[CH:16][C:15]([F:18])=[CH:14][CH:13]=2)=[O:11])=[CH:4][CH:3]=1, predict the reactants needed to synthesize it. The reactants are: [NH2:1][C:2]1[CH:7]=[CH:6][C:5]([C:8]([C:12]2[CH:17]=[CH:16][C:15]([F:18])=[CH:14][CH:13]=2)([OH:11])C#C)=[CH:4][CH:3]=1.FC1C=CC(C(C2C=CC(F)=CC=2)=O)=CC=1. (2) Given the product [Cl:10][CH2:11][CH2:12][CH2:13][CH2:14][C:15]#[C:16][C:2]1[CH:7]=[CH:6][C:5]([O:8][CH3:9])=[CH:4][CH:3]=1, predict the reactants needed to synthesize it. The reactants are: Br[C:2]1[CH:7]=[CH:6][C:5]([O:8][CH3:9])=[CH:4][CH:3]=1.[Cl:10][CH2:11][CH2:12][CH2:13][CH2:14][C:15]#[CH:16]. (3) Given the product [C:15]([N:14]1[C:11]2[CH:12]=[CH:13][C:8]([C:5]3[CH:4]=[N:3][C:2]([NH2:1])=[N:7][CH:6]=3)=[CH:9][C:10]=2[N:19]=[C:27]1[C:26]1[CH:29]=[C:30]([CH:33]=[CH2:34])[CH:31]=[CH:32][C:25]=1[N:20]1[CH:24]=[N:23][CH:22]=[N:21]1)([CH3:16])([CH3:18])[CH3:17], predict the reactants needed to synthesize it. The reactants are: [NH2:1][C:2]1[N:7]=[CH:6][C:5]([C:8]2[CH:9]=[C:10]([NH2:19])[C:11]([NH:14][C:15]([CH3:18])([CH3:17])[CH3:16])=[CH:12][CH:13]=2)=[CH:4][N:3]=1.[N:20]1([C:25]2[CH:32]=[CH:31][C:30]([CH:33]=[CH2:34])=[CH:29][C:26]=2[CH:27]=O)[CH:24]=[N:23][CH:22]=[N:21]1.N1CCC[C@H]1C(O)=O. (4) Given the product [CH2:17]([N:15]1[CH2:14][CH2:6][CH:5]([O:12][C:4]2[CH:11]=[CH:10][C:7]([C:8]#[N:9])=[CH:6][C:5]=2[O:12][CH3:13])[CH2:4][CH2:16]1)[CH2:8][CH2:7][CH3:10], predict the reactants needed to synthesize it. The reactants are: [H-].[Na+].F[C:4]1[CH:11]=[CH:10][C:7]([C:8]#[N:9])=[CH:6][C:5]=1[O:12][CH3:13].[CH3:14][N:15]([CH:17]=O)[CH3:16]. (5) Given the product [NH2:18][C:16]([C@@H:15]([NH:14][C:12](=[O:13])[C:11]1[CH:19]=[CH:20][C:21]([CH3:22])=[C:9]([N:6]2[C:7](=[O:8])[C:2]([Cl:1])=[C:3]([O:23][CH2:24][C:25]3[CH:30]=[CH:29][C:28]([F:31])=[CH:27][C:26]=3[F:32])[N:4]=[CH:5]2)[CH:10]=1)[CH3:35])=[O:17], predict the reactants needed to synthesize it. The reactants are: [Cl:1][C:2]1[C:7](=[O:8])[N:6]([C:9]2[CH:10]=[C:11]([CH:19]=[CH:20][C:21]=2[CH3:22])[C:12]([NH:14][CH2:15][C:16]([NH2:18])=[O:17])=[O:13])[CH:5]=[N:4][C:3]=1[O:23][CH2:24][C:25]1[CH:30]=[CH:29][C:28]([F:31])=[CH:27][C:26]=1[F:32].Cl.N[CH2:35]C(N)=O. (6) Given the product [C:13]([O:17][C:18](=[O:19])[NH:20][C@@H:21]([CH3:22])[C:23]([C:3]1[CH:8]=[CH:7][C:6]([CH2:9][CH3:10])=[CH:5][CH:4]=1)=[O:24])([CH3:16])([CH3:14])[CH3:15], predict the reactants needed to synthesize it. The reactants are: [Mg].Br[C:3]1[CH:8]=[CH:7][C:6]([CH2:9][CH3:10])=[CH:5][CH:4]=1.II.[C:13]([O:17][C:18]([NH:20][C@H:21]([C:23](N(OC)C)=[O:24])[CH3:22])=[O:19])([CH3:16])([CH3:15])[CH3:14].